From a dataset of Catalyst prediction with 721,799 reactions and 888 catalyst types from USPTO. Predict which catalyst facilitates the given reaction. (1) Reactant: [CH2:1]([O:3][C:4]([C:6]1[CH:7]=[C:8]2[C:13](=[CH:14][CH:15]=1)[NH:12][CH:11]([C:16]1[CH:21]=[CH:20][CH:19]=[C:18]([NH2:22])[CH:17]=1)[C:10]([CH3:24])([CH3:23])[CH2:9]2)=[O:5])[CH3:2].N1C=CC=CC=1.[N:31]1([C:37](Cl)=[O:38])[CH2:36][CH2:35][O:34][CH2:33][CH2:32]1. Product: [CH2:1]([O:3][C:4]([C:6]1[CH:7]=[C:8]2[C:13](=[CH:14][CH:15]=1)[NH:12][CH:11]([C:16]1[CH:21]=[CH:20][CH:19]=[C:18]([NH:22][C:37]([N:31]3[CH2:36][CH2:35][O:34][CH2:33][CH2:32]3)=[O:38])[CH:17]=1)[C:10]([CH3:23])([CH3:24])[CH2:9]2)=[O:5])[CH3:2]. The catalyst class is: 4. (2) Reactant: [F:1][C:2]1[CH:3]=[C:4]([OH:10])[CH:5]=[CH:6][C:7]=1[O:8][CH3:9].C([Mg]Cl)(C)C.[C:16]1([CH:22]([C:34]2[CH:39]=[CH:38][CH:37]=[CH:36][CH:35]=2)[N:23]2[C:31]3[C:26](=[CH:27][CH:28]=[CH:29][CH:30]=3)[C:25](=[O:32])[C:24]2=[O:33])[CH:21]=[CH:20][CH:19]=[CH:18][CH:17]=1. Product: [C:34]1([CH:22]([C:16]2[CH:21]=[CH:20][CH:19]=[CH:18][CH:17]=2)[N:23]2[C:31]3[C:26](=[CH:27][CH:28]=[CH:29][CH:30]=3)[C:25]([C:5]3[CH:6]=[C:7]([O:8][CH3:9])[C:2]([F:1])=[CH:3][C:4]=3[OH:10])([OH:32])[C:24]2=[O:33])[CH:35]=[CH:36][CH:37]=[CH:38][CH:39]=1. The catalyst class is: 217. (3) Reactant: C(O[C:6](=O)[NH:7][CH2:8][CH:9]1[CH2:14][CH2:13][N:12]([C:15]2[CH:20]=[CH:19][C:18]([O:21][CH2:22][CH3:23])=[CH:17][CH:16]=2)[CH2:11][CH2:10]1)(C)(C)C.[H-].[Al+3].[Li+].[H-].[H-].[H-].O1CCCC1. Product: [CH3:6][NH:7][CH2:8][CH:9]1[CH2:14][CH2:13][N:12]([C:15]2[CH:16]=[CH:17][C:18]([O:21][CH2:22][CH3:23])=[CH:19][CH:20]=2)[CH2:11][CH2:10]1. The catalyst class is: 6. (4) Reactant: [PH2:1](=[O:3])[OH:2].C(N(CC)CC)C.C[Si](Cl)(C)C.[CH2:16]=[C:17]([CH2:28][CH2:29][C:30]([O:32][CH2:33][C:34]1[CH:39]=[CH:38][CH:37]=[CH:36][CH:35]=1)=[O:31])[C:18]([O:20][CH2:21][C:22]1[CH:27]=[CH:26][CH:25]=[CH:24][CH:23]=1)=[O:19]. Product: [CH2:21]([O:20][C:18]([CH:17]([CH2:28][CH2:29][C:30]([O:32][CH2:33][C:34]1[CH:35]=[CH:36][CH:37]=[CH:38][CH:39]=1)=[O:31])[CH2:16][PH:1](=[O:2])[OH:3])=[O:19])[C:22]1[CH:23]=[CH:24][CH:25]=[CH:26][CH:27]=1. The catalyst class is: 22. (5) Reactant: [Br:1][C:2]1[CH:16]=[C:15]2[C:5]([C:6]([OH:29])=[C:7]([C:18]([NH:20][CH2:21][C:22]([O:24]C(C)(C)C)=[O:23])=[O:19])[C:8](=[O:17])[C:9]32[CH2:14][CH2:13][O:12][CH2:11][CH2:10]3)=[CH:4][C:3]=1[O:30][CH3:31]. Product: [Br:1][C:2]1[CH:16]=[C:15]2[C:5]([C:6]([OH:29])=[C:7]([C:18]([NH:20][CH2:21][C:22]([OH:24])=[O:23])=[O:19])[C:8](=[O:17])[C:9]32[CH2:14][CH2:13][O:12][CH2:11][CH2:10]3)=[CH:4][C:3]=1[O:30][CH3:31]. The catalyst class is: 67. (6) Reactant: [NH:1]1[CH2:6][CH2:5][CH:4]([C:7]([OH:10])([CH3:9])[CH3:8])[CH2:3][CH2:2]1.Cl[C:12]([O:14][CH2:15][C:16]1[CH:21]=[CH:20][CH:19]=[CH:18][CH:17]=1)=[O:13].C(N(CC)CC)C. Product: [OH:10][C:7]([CH:4]1[CH2:5][CH2:6][N:1]([C:12]([O:14][CH2:15][C:16]2[CH:21]=[CH:20][CH:19]=[CH:18][CH:17]=2)=[O:13])[CH2:2][CH2:3]1)([CH3:9])[CH3:8]. The catalyst class is: 22. (7) Reactant: [CH3:1][O:2][C:3]1[CH:4]=[C:5]2[C:10](=[CH:11][C:12]=1[O:13][CH3:14])[N:9]=[CH:8][N:7]=[C:6]2[O:15][C:16]1[CH:22]=[CH:21][C:19]([NH2:20])=[CH:18][CH:17]=1.C(N(CC)CC)C.[C:30](Cl)(Cl)=[S:31].[CH2:34]([N:36]([CH2:40][CH3:41])[CH2:37][CH2:38][NH2:39])[CH3:35]. Product: [CH3:1][O:2][C:3]1[CH:4]=[C:5]2[C:10](=[CH:11][C:12]=1[O:13][CH3:14])[N:9]=[CH:8][N:7]=[C:6]2[O:15][C:16]1[CH:22]=[CH:21][C:19]([NH:20][C:30]([NH:39][CH2:38][CH2:37][N:36]([CH2:40][CH3:41])[CH2:34][CH3:35])=[S:31])=[CH:18][CH:17]=1. The catalyst class is: 42. (8) Reactant: [N-:1]=[N+:2]=[N-:3].[Na+].[CH2:5]([O:12][CH:13]1[CH2:18][CH2:17][C:16](=O)[CH2:15][CH2:14]1)[C:6]1[CH:11]=[CH:10][CH:9]=[CH:8][CH:7]=1.[Si](Cl)(Cl)(Cl)Cl.C(=O)([O-])[O-].[Na+].[Na+].C.C(#[N:34])C. Product: [CH2:5]([O:12][CH:13]1[CH2:18][CH2:17][N:1]2[N:2]=[N:3][N:34]=[C:16]2[CH2:15][CH2:14]1)[C:6]1[CH:11]=[CH:10][CH:9]=[CH:8][CH:7]=1. The catalyst class is: 13. (9) Reactant: C([O:8][CH2:9][CH3:10])(OCC)OCC.C(OC)(OC)(OC)CCCC.[CH2:22]([O:29][C:30]1[CH:31]=[CH:32][C:33]2[C:34]3[N:42]([CH3:43])[C:41]([CH3:44])=[N:40][C:35]=3[CH:36]=[N:37][C:38]=2[CH:39]=1)[C:23]1[CH:28]=[CH:27][CH:26]=[CH:25][CH:24]=1. Product: [CH2:22]([O:29][C:30]1[CH:31]=[CH:32][C:33]2[C:34]3[N:42]([CH3:43])[C:41]([CH3:44])=[N:40][C:35]=3[CH:36]=[N:37][C:38]=2[CH:39]=1)[C:23]1[CH:24]=[CH:25][CH:26]=[CH:27][CH:28]=1.[CH3:43][N:42]1[C:34]2[C:33]3[CH:10]=[C:9]([OH:8])[CH:30]=[CH:39][C:38]=3[N:37]=[CH:36][C:35]=2[N:40]=[C:41]1[CH3:44]. The catalyst class is: 29. (10) Reactant: [Na].[C:2]([C:5]1[O:6][CH:7]=[CH:8][CH:9]=1)(=[O:4])[CH3:3].[C:10](OCC)(=[O:16])[C:11]([O:13][CH2:14]C)=[O:12].OS(O)(=O)=O. Product: [O:6]1[CH:7]=[CH:8][CH:9]=[C:5]1[C:2](=[O:4])[CH2:3][C:10](=[O:16])[C:11]([O:13][CH3:14])=[O:12]. The catalyst class is: 5.